This data is from Catalyst prediction with 721,799 reactions and 888 catalyst types from USPTO. The task is: Predict which catalyst facilitates the given reaction. (1) Reactant: [CH:1]1([CH2:6][C@H:7]([C:22]2[CH:27]=[CH:26][C:25]([S:28][CH:29]([CH3:31])[CH3:30])=[CH:24][CH:23]=2)[C:8](N([C@H](C)[C@H](O)C2C=CC=CC=2)C)=[O:9])[CH2:5][CH2:4][CH2:3][CH2:2]1.S(=O)(=O)(O)[OH:33]. Product: [CH:1]1([CH2:6][C@H:7]([C:22]2[CH:27]=[CH:26][C:25]([S:28][CH:29]([CH3:31])[CH3:30])=[CH:24][CH:23]=2)[C:8]([OH:9])=[O:33])[CH2:2][CH2:3][CH2:4][CH2:5]1. The catalyst class is: 38. (2) Reactant: P(Cl)(Cl)([Cl:3])=O.[CH3:6][O:7][C:8]1[CH:9]=[C:10]2[C:15](=[CH:16][CH:17]=1)[C:14](=O)[CH2:13][CH2:12][CH2:11]2.C[C:20]([O-:22])=O.[Na+]. Product: [Cl:3][C:14]1[C:15]2[C:10](=[CH:9][C:8]([O:7][CH3:6])=[CH:17][CH:16]=2)[CH2:11][CH2:12][C:13]=1[CH:20]=[O:22]. The catalyst class is: 3. (3) Reactant: [CH2:1]([O:8][C:9]([N:11]([C:16]1[C:25]2[C:20](=[CH:21][CH:22]=[C:23]([C:26]([F:29])([F:28])[F:27])[CH:24]=2)[N:19]=[CH:18][CH:17]=1)[CH2:12][C:13]([OH:15])=O)=[O:10])[C:2]1[CH:7]=[CH:6][CH:5]=[CH:4][CH:3]=1.CCN=C=NCCCN(C)C.[NH2:41][CH:42]1[CH2:45][N:44]([C:46]([O:48][C:49]([CH3:52])([CH3:51])[CH3:50])=[O:47])[CH2:43]1.C1C=CC2N(O)N=NC=2C=1.C(=O)(O)[O-].[Na+]. Product: [CH2:1]([O:8][C:9]([N:11]([C:16]1[C:25]2[C:20](=[CH:21][CH:22]=[C:23]([C:26]([F:29])([F:28])[F:27])[CH:24]=2)[N:19]=[CH:18][CH:17]=1)[CH2:12][C:13]([NH:41][CH:42]1[CH2:43][N:44]([C:46]([O:48][C:49]([CH3:52])([CH3:51])[CH3:50])=[O:47])[CH2:45]1)=[O:15])=[O:10])[C:2]1[CH:3]=[CH:4][CH:5]=[CH:6][CH:7]=1. The catalyst class is: 2. (4) Reactant: [C:1]([OH:8])(=[O:7])/[CH:2]=[CH:3]/[C:4]([OH:6])=[O:5].C([O-])(=O)C.[Na+:13]. Product: [C:1]([OH:8])(=[O:7])/[CH:2]=[CH:3]/[C:4]([O-:6])=[O:5].[Na+:13]. The catalyst class is: 15. (5) Reactant: C([O:8][C:9]1[CH:36]=[CH:35][C:34]([O:37][CH2:38][CH2:39][N:40]2[CH2:45][CH2:44][N:43]([CH2:46][CH3:47])[CH2:42][CH2:41]2)=[CH:33][C:10]=1[C:11]([NH:13][C:14]1[CH:26]=[C:25]([C:27]2[CH:32]=[CH:31][CH:30]=[CH:29][CH:28]=2)[CH:24]=[CH:23][C:15]=1[C:16]([O:18][C:19]([CH3:22])([CH3:21])[CH3:20])=[O:17])=[O:12])C1C=CC=CC=1. Product: [CH2:46]([N:43]1[CH2:42][CH2:41][N:40]([CH2:39][CH2:38][O:37][C:34]2[CH:35]=[CH:36][C:9]([OH:8])=[C:10]([CH:33]=2)[C:11]([NH:13][C:14]2[CH:26]=[C:25]([C:27]3[CH:32]=[CH:31][CH:30]=[CH:29][CH:28]=3)[CH:24]=[CH:23][C:15]=2[C:16]([O:18][C:19]([CH3:22])([CH3:21])[CH3:20])=[O:17])=[O:12])[CH2:45][CH2:44]1)[CH3:47]. The catalyst class is: 352.